This data is from Peptide-MHC class I binding affinity with 185,985 pairs from IEDB/IMGT. The task is: Regression. Given a peptide amino acid sequence and an MHC pseudo amino acid sequence, predict their binding affinity value. This is MHC class I binding data. (1) The peptide sequence is ANRLTTLQR. The MHC is HLA-B08:03 with pseudo-sequence HLA-B08:03. The binding affinity (normalized) is 0.0847. (2) The peptide sequence is KARLMAEAL. The MHC is Mamu-B03 with pseudo-sequence Mamu-B03. The binding affinity (normalized) is 0.293. (3) The peptide sequence is NPWMEDKTPV. The MHC is HLA-B07:02 with pseudo-sequence HLA-B07:02. The binding affinity (normalized) is 0.628. (4) The peptide sequence is LMNKENAEM. The MHC is HLA-B15:01 with pseudo-sequence HLA-B15:01. The binding affinity (normalized) is 0.811.